This data is from Catalyst prediction with 721,799 reactions and 888 catalyst types from USPTO. The task is: Predict which catalyst facilitates the given reaction. Reactant: [C:1]1([CH3:33])[CH:6]=[CH:5][C:4]([N:7]([CH:15]2[CH2:20][CH2:19][N:18]([CH2:21][CH2:22][C:23]3([CH2:29][C:30](O)=[O:31])[CH2:28][CH2:27][CH2:26][CH2:25][CH2:24]3)[CH2:17][CH2:16]2)[C:8]([C:10]2[O:11][CH:12]=[CH:13][CH:14]=2)=[O:9])=[CH:3][CH:2]=1.C(Cl)(=O)C(Cl)=O.C(N(CC)CC)C.[NH2:47][C:48]1[CH:53]=[N:52][CH:51]=[CH:50][N:49]=1. Product: [N:49]1[CH:50]=[CH:51][N:52]=[CH:53][C:48]=1[NH:47][C:30]([CH2:29][C:23]1([CH2:22][CH2:21][N:18]2[CH2:19][CH2:20][CH:15]([N:7]([C:4]3[CH:5]=[CH:6][C:1]([CH3:33])=[CH:2][CH:3]=3)[C:8]([C:10]3[O:11][CH:12]=[CH:13][CH:14]=3)=[O:9])[CH2:16][CH2:17]2)[CH2:24][CH2:25][CH2:26][CH2:27][CH2:28]1)=[O:31]. The catalyst class is: 120.